From a dataset of Full USPTO retrosynthesis dataset with 1.9M reactions from patents (1976-2016). Predict the reactants needed to synthesize the given product. (1) Given the product [F:1][C:2]([F:21])([F:20])[C:3]1[CH:4]=[C:5]([CH:17]=[CH:18][CH:19]=1)[O:6][C:7]1[CH:16]=[CH:15][CH:14]=[C:9]([C:10]([NH:23][NH2:24])=[O:11])[CH:8]=1, predict the reactants needed to synthesize it. The reactants are: [F:1][C:2]([F:21])([F:20])[C:3]1[CH:4]=[C:5]([CH:17]=[CH:18][CH:19]=1)[O:6][C:7]1[CH:8]=[C:9]([CH:14]=[CH:15][CH:16]=1)[C:10](OC)=[O:11].O.[NH2:23][NH2:24]. (2) Given the product [NH2:11][C:12]1[N:17]=[C:16]([C:18]2[C:26]3[C:25]([NH:27][CH2:28][CH3:29])=[CH:24][CH:23]=[N:22][C:21]=3[NH:20][CH:19]=2)[CH:15]=[CH:14][N:13]=1, predict the reactants needed to synthesize it. The reactants are: N1C2N=CC=C(N)C=2C=C1.[NH2:11][C:12]1[N:17]=[C:16]([C:18]2[C:26]3[C:25]([NH:27][CH2:28][CH3:29])=[CH:24][CH:23]=[N:22][C:21]=3[N:20](COCC[Si](C)(C)C)[CH:19]=2)[CH:15]=[CH:14][N:13]=1. (3) Given the product [Br:1][C:2]1[CH:3]=[C:4]([C:10]2[CH:11]=[CH:12][C:13]([C:16]([F:19])([F:17])[F:18])=[CH:14][CH:15]=2)[CH:5]=[C:6]([CH2:8][O:9][CH:21]2[CH2:22][CH2:23][CH2:24][CH2:25][O:20]2)[N:7]=1, predict the reactants needed to synthesize it. The reactants are: [Br:1][C:2]1[N:7]=[C:6]([CH2:8][OH:9])[CH:5]=[C:4]([C:10]2[CH:15]=[CH:14][C:13]([C:16]([F:19])([F:18])[F:17])=[CH:12][CH:11]=2)[CH:3]=1.[O:20]1[CH:25]=[CH:24][CH2:23][CH2:22][CH2:21]1.CCCCCCC.CCOC(C)=O.